The task is: Predict the product of the given reaction.. This data is from Forward reaction prediction with 1.9M reactions from USPTO patents (1976-2016). (1) Given the reactants [Si:1]([O:8][C@@H:9]1[C@@:28]2([CH3:29])[C:13](=[CH:14][CH:15]=[C:16]3[C@@H:27]2[CH2:26][CH2:25][C@@:24]2([CH3:30])[C@H:17]3[CH2:18][CH:19]=[C:20]2[C@@H:21]([OH:23])[CH3:22])[CH2:12][C@@H:11]([O:31][Si:32]([C:35]([CH3:38])([CH3:37])[CH3:36])([CH3:34])[CH3:33])[CH2:10]1)([C:4]([CH3:7])([CH3:6])[CH3:5])([CH3:3])[CH3:2].C[N+]1([O-])CCOCC1, predict the reaction product. The product is: [Si:1]([O:8][C@@H:9]1[C@@:28]2([CH3:29])[C:13](=[CH:14][CH:15]=[C:16]3[C@@H:27]2[CH2:26][CH2:25][C@@:24]2([CH3:30])[C@H:17]3[CH2:18][CH:19]=[C:20]2[C:21](=[O:23])[CH3:22])[CH2:12][C@@H:11]([O:31][Si:32]([C:35]([CH3:38])([CH3:37])[CH3:36])([CH3:33])[CH3:34])[CH2:10]1)([C:4]([CH3:7])([CH3:6])[CH3:5])([CH3:3])[CH3:2]. (2) Given the reactants [NH2:1][C:2]1[CH:7]=[CH:6][CH:5]=[CH:4][CH:3]=1.C[Al](C)C.[Br:12][C:13]1[CH:14]=[CH:15][C:16]2[N:17]([CH:19]=[C:20]([C:22](OCC)=[O:23])[N:21]=2)[CH:18]=1.[Cl-].[NH4+], predict the reaction product. The product is: [Br:12][C:13]1[CH:14]=[CH:15][C:16]2[N:17]([CH:19]=[C:20]([C:22]([NH:1][C:2]3[CH:7]=[CH:6][CH:5]=[CH:4][CH:3]=3)=[O:23])[N:21]=2)[CH:18]=1. (3) Given the reactants [CH3:1][O:2][C:3]1[CH:24]=[CH:23][C:6]([CH2:7][N:8]2[C:13]3[S:14][CH:15]=[C:16]([CH:17]=O)[C:12]=3[C:11]3=[N:19][CH:20]=[N:21][N:10]3[C:9]2=[O:22])=[CH:5][CH:4]=1.[CH3:25][C@@H:26]1[O:31][C@H:30]([CH3:32])[CH2:29][NH:28][CH2:27]1.C([BH3-])#N.[Na+], predict the reaction product. The product is: [CH3:25][C@H:26]1[CH2:27][N:28]([CH2:17][C:16]2[C:12]3[C:11]4[N:10]([N:21]=[CH:20][N:19]=4)[C:9](=[O:22])[N:8]([CH2:7][C:6]4[CH:5]=[CH:4][C:3]([O:2][CH3:1])=[CH:24][CH:23]=4)[C:13]=3[S:14][CH:15]=2)[CH2:29][C@@H:30]([CH3:32])[O:31]1. (4) Given the reactants C[O:2][C:3]([C:5]1[S:6][C:7]([C:10]2[O:14][N:13]=[C:12]([C:15]3[N:20]=[C:19]([NH2:21])[N:18]=[C:17]([N:22]([CH3:29])[C:23]4[CH:28]=[CH:27][CH:26]=[CH:25][CH:24]=4)[N:16]=3)[N:11]=2)=[CH:8][CH:9]=1)=[O:4].[OH-].[Na+].Cl, predict the reaction product. The product is: [NH2:21][C:19]1[N:18]=[C:17]([N:22]([CH3:29])[C:23]2[CH:24]=[CH:25][CH:26]=[CH:27][CH:28]=2)[N:16]=[C:15]([C:12]2[N:11]=[C:10]([C:7]3[S:6][C:5]([C:3]([OH:4])=[O:2])=[CH:9][CH:8]=3)[O:14][N:13]=2)[N:20]=1. (5) Given the reactants C1C[CH2:10][N:9]2[C:4](=NCC[CH2:8]2)[CH2:3][CH2:2]1.[N+:12]([C:15]1[CH:16]=[N:17][NH:18][CH:19]=1)([O-:14])=[O:13].C1C[O:23]CC1, predict the reaction product. The product is: [CH3:8][N:9]([CH3:10])[CH2:4][CH:3]([OH:23])[CH2:2][N:17]1[CH:16]=[C:15]([N+:12]([O-:14])=[O:13])[CH:19]=[N:18]1.